Dataset: Catalyst prediction with 721,799 reactions and 888 catalyst types from USPTO. Task: Predict which catalyst facilitates the given reaction. (1) Reactant: [S:1]1[C:5]2[CH2:6][CH2:7][CH2:8][CH2:9][C:4]=2[NH:3][C:2]1=[O:10].[H-].[Na+].Br[CH2:14][C:15]([C:17]1[CH:22]=[CH:21][C:20]([CH3:23])=[CH:19][CH:18]=1)=[O:16]. Product: [CH3:23][C:20]1[CH:21]=[CH:22][C:17]([C:15](=[O:16])[CH2:14][N:3]2[C:4]3[CH2:9][CH2:8][CH2:7][CH2:6][C:5]=3[S:1][C:2]2=[O:10])=[CH:18][CH:19]=1. The catalyst class is: 11. (2) Reactant: C(O[BH-](OC(=O)C)OC(=O)C)(=O)C.[Na+].[F:15][C:16]([F:52])([F:51])[C:17]1[CH:18]=[C:19]([CH:44]=[C:45]([C:47]([F:50])([F:49])[F:48])[CH:46]=1)[CH2:20][N:21]([C:38]1[N:39]=[N:40][N:41]([CH3:43])[N:42]=1)[C@H:22]1[CH2:28][CH2:27][CH2:26][NH:25][C:24]2[CH:29]=[C:30]([C:34]([F:37])([F:36])[F:35])[C:31]([CH3:33])=[CH:32][C:23]1=2.[CH3:53][O:54][C:55](=[O:65])[C:56]1[CH:61]=[C:60]([CH:62]=O)[CH:59]=[CH:58][C:57]=1[OH:64].C(O)(=O)C. Product: [CH3:53][O:54][C:55](=[O:65])[C:56]1[CH:61]=[C:60]([CH2:62][N:25]2[CH2:26][CH2:27][CH2:28][C@H:22]([N:21]([CH2:20][C:19]3[CH:44]=[C:45]([C:47]([F:50])([F:48])[F:49])[CH:46]=[C:17]([C:16]([F:51])([F:15])[F:52])[CH:18]=3)[C:38]3[N:39]=[N:40][N:41]([CH3:43])[N:42]=3)[C:23]3[CH:32]=[C:31]([CH3:33])[C:30]([C:34]([F:35])([F:36])[F:37])=[CH:29][C:24]2=3)[CH:59]=[CH:58][C:57]=1[OH:64]. The catalyst class is: 245.